From a dataset of Forward reaction prediction with 1.9M reactions from USPTO patents (1976-2016). Predict the product of the given reaction. Given the reactants [CH2:1]([C:3]1[CH:11]=[C:10]2[C:6]([CH:7]=[C:8]([C:12]3[N:17]=[CH:16][C:15]([S:18]([NH:21][C@@H:22]([CH3:27])[C:23]([F:26])([F:25])[F:24])(=[O:20])=[O:19])=[CH:14][CH:13]=3)[NH:9]2)=[CH:5][C:4]=1[F:28])[CH3:2].ClS([N:33]=[C:34]=O)(=O)=O, predict the reaction product. The product is: [C:34]([C:7]1[C:6]2[C:10](=[CH:11][C:3]([CH2:1][CH3:2])=[C:4]([F:28])[CH:5]=2)[NH:9][C:8]=1[C:12]1[N:17]=[CH:16][C:15]([S:18]([NH:21][C@@H:22]([CH3:27])[C:23]([F:25])([F:26])[F:24])(=[O:19])=[O:20])=[CH:14][CH:13]=1)#[N:33].